Dataset: Reaction yield outcomes from USPTO patents with 853,638 reactions. Task: Predict the reaction yield, written as a fraction of the theoretical maximum amount of product (1.0 means a 100% yield; for example, 0.34 means a 34% yield). (1) The reactants are [CH3:1][O:2][C:3](=[O:12])[C:4]1[CH:9]=[CH:8][C:7]([F:10])=[C:6](Br)[CH:5]=1.[B:13]1([B:13]2[O:17][C:16]([CH3:19])([CH3:18])[C:15]([CH3:21])([CH3:20])[O:14]2)[O:17][C:16]([CH3:19])([CH3:18])[C:15]([CH3:21])([CH3:20])[O:14]1.C([O-])(=O)C.[K+]. The catalyst is C1C=CC(P(C2C=CC=CC=2)[C-]2C=CC=C2)=CC=1.C1C=CC(P(C2C=CC=CC=2)[C-]2C=CC=C2)=CC=1.Cl[Pd]Cl.[Fe+2].ClCCl. The product is [CH3:1][O:2][C:3](=[O:12])[C:4]1[CH:9]=[CH:8][C:7]([F:10])=[C:6]([B:13]2[O:17][C:16]([CH3:19])([CH3:18])[C:15]([CH3:21])([CH3:20])[O:14]2)[CH:5]=1. The yield is 0.740. (2) The reactants are [O:1]([CH2:8][C:9]1[CH:18]=[C:12]2[C:13](=[O:17])[NH:14][CH2:15][CH2:16][N:11]2[N:10]=1)[C:2]1[CH:7]=[CH:6][CH:5]=[CH:4][CH:3]=1.Br[C:20]1[CH:25]=[CH:24][C:23]([F:26])=[CH:22][C:21]=1[F:27].CNCCNC.C([O-])([O-])=O.[K+].[K+]. The catalyst is C1(C)C=CC=CC=1.[Cu]I. The product is [F:26][C:23]1[CH:22]=[C:21]([F:27])[CH:20]=[CH:25][C:24]=1[N:14]1[CH2:15][CH2:16][N:11]2[N:10]=[C:9]([CH2:8][O:1][C:2]3[CH:3]=[CH:4][CH:5]=[CH:6][CH:7]=3)[CH:18]=[C:12]2[C:13]1=[O:17]. The yield is 0.920. (3) The reactants are Cl[C:2]1[C:3]2[N:4]([CH:10]=[CH:11][CH:12]=2)[N:5]=[CH:6][C:7]=1[C:8]#[N:9].[O:13]1[CH2:18][CH2:17][CH:16]([NH2:19])[CH2:15][CH2:14]1.CCN(C(C)C)C(C)C. The catalyst is CN(C=O)C. The product is [O:13]1[CH2:18][CH2:17][CH:16]([NH:19][C:2]2[C:3]3[N:4]([CH:10]=[CH:11][CH:12]=3)[N:5]=[CH:6][C:7]=2[C:8]#[N:9])[CH2:15][CH2:14]1. The yield is 0.850. (4) The reactants are [C:1]([C:3]1[CH:8]=[CH:7][CH:6]=[CH:5][C:4]=1[N:9]([CH2:14][CH2:15][O:16][CH:17]1[CH2:22][CH2:21][CH2:20][CH2:19][O:18]1)[S:10]([CH3:13])(=[O:12])=[O:11])#[N:2].[BH4-].[Na+]. The catalyst is CO. The product is [NH2:2][CH2:1][C:3]1[CH:8]=[CH:7][CH:6]=[CH:5][C:4]=1[N:9]([CH2:14][CH2:15][O:16][CH:17]1[CH2:22][CH2:21][CH2:20][CH2:19][O:18]1)[S:10]([CH3:13])(=[O:12])=[O:11]. The yield is 0.600. (5) The reactants are Cl.[O:2]1[CH2:6][CH2:5][C:4]2[CH:7]=[C:8]([NH:11][CH3:12])[CH:9]=[CH:10][C:3]1=2.[OH-].[Na+].[Na+].[Cl-]. The catalyst is C(Cl)Cl. The yield is 0.810. The product is [O:2]1[CH2:6][CH2:5][C:4]2[CH:7]=[C:8]([NH:11][CH3:12])[CH:9]=[CH:10][C:3]1=2. (6) The reactants are [NH2:1][C:2]1[CH:3]=[CH:4][C:5]([O:8][C:9](=[O:18])[N:10]([CH3:17])[C:11]2[CH:16]=[CH:15][CH:14]=[CH:13][CH:12]=2)=[N:6][CH:7]=1.[C:19]([N:23]=[C:24]=[O:25])([CH3:22])([CH3:21])[CH3:20].O1CCCC1. The catalyst is ClCCl. The product is [C:19]([NH:23][C:24](=[O:25])[NH:1][C:2]1[CH:3]=[CH:4][C:5]([O:8][C:9](=[O:18])[N:10]([CH3:17])[C:11]2[CH:16]=[CH:15][CH:14]=[CH:13][CH:12]=2)=[N:6][CH:7]=1)([CH3:22])([CH3:21])[CH3:20]. The yield is 0.350.